This data is from Forward reaction prediction with 1.9M reactions from USPTO patents (1976-2016). The task is: Predict the product of the given reaction. (1) The product is: [Si:1]([O:8][C:9]1[CH:10]=[CH:11][C:12]([C:15]2[N:24]([C:25]3[CH:30]=[CH:29][C:28]([F:31])=[CH:27][C:26]=3[Cl:32])[C:23]3[CH2:22][CH2:21][N:20]([N:33]4[CH2:38][CH2:37][CH2:36][CH2:35][CH2:34]4)[C:19](=[O:39])[C:18]=3[C:16]=2[CH3:17])=[CH:13][CH:14]=1)([C:4]([CH3:7])([CH3:6])[CH3:5])([CH3:2])[CH3:3]. Given the reactants [Si:1]([O:8][C:9]1[CH:14]=[CH:13][C:12]([C:15](=O)[CH:16]([C:18]2[C:19](=[O:39])[N:20]([N:33]3[CH2:38][CH2:37][CH2:36][CH2:35][CH2:34]3)[CH2:21][CH2:22][C:23]=2[NH:24][C:25]2[CH:30]=[CH:29][C:28]([F:31])=[CH:27][C:26]=2[Cl:32])[CH3:17])=[CH:11][CH:10]=1)([C:4]([CH3:7])([CH3:6])[CH3:5])([CH3:3])[CH3:2].C1(C)C=CC(S(O)(=O)=O)=CC=1.O.C1(C)C=CC=CC=1, predict the reaction product. (2) Given the reactants [NH:1]1[C:5]2[CH:6]=[CH:7][CH:8]=[CH:9][C:4]=2[N:3]=[C:2]1[CH2:10][N:11]([CH:15]1[C:24]2[N:23]=[CH:22][CH:21]=[CH:20][C:19]=2[CH2:18][CH2:17][CH2:16]1)[CH2:12][CH2:13][NH2:14].[C:25]([O:29][C:30]([NH:32][C:33](N1C=CC=N1)=[N:34][C:35]([O:37][C:38]([CH3:41])([CH3:40])[CH3:39])=[O:36])=[O:31])([CH3:28])([CH3:27])[CH3:26], predict the reaction product. The product is: [C:38]([O:37][C:35]([NH:34][C:33]([NH:32][C:30]([O:29][C:25]([CH3:28])([CH3:27])[CH3:26])=[O:31])=[N:14][CH2:13][CH2:12][N:11]([CH2:10][C:2]1[NH:3][C:4]2[CH:9]=[CH:8][CH:7]=[CH:6][C:5]=2[N:1]=1)[CH:15]1[C:24]2[N:23]=[CH:22][CH:21]=[CH:20][C:19]=2[CH2:18][CH2:17][CH2:16]1)=[O:36])([CH3:41])([CH3:40])[CH3:39]. (3) Given the reactants [CH3:1][CH2:2][CH2:3][CH2:4][CH2:5][N:6]([CH2:8][CH2:9][C:10]([P:16]([OH:19])([OH:18])=[O:17])([P:12]([OH:15])([OH:14])=[O:13])[OH:11])[CH3:7].[OH-].[Na+:21], predict the reaction product. The product is: [CH3:1][CH2:2][CH2:3][CH2:4][CH2:5][N:6]([CH2:8][CH2:9][C:10]([P:16]([O-:19])([OH:18])=[O:17])([P:12]([OH:15])([OH:14])=[O:13])[OH:11])[CH3:7].[Na+:21]. (4) The product is: [Cl:8][C:4]1[CH:5]=[CH:6][CH:7]=[C:2]([Cl:1])[C:3]=1[C:9]1[C:13]([CH2:14][O:15][C:16]2[CH:17]=[C:18]3[C:22](=[CH:23][CH:24]=2)[N:21]([C:25]([N:27]2[CH2:31][CH2:30][C@H:29]([C:32]([OH:34])=[O:33])[CH2:28]2)=[O:26])[CH:20]=[CH:19]3)=[C:12]([CH:36]([CH3:38])[CH3:37])[O:11][N:10]=1. Given the reactants [Cl:1][C:2]1[CH:7]=[CH:6][CH:5]=[C:4]([Cl:8])[C:3]=1[C:9]1[C:13]([CH2:14][O:15][C:16]2[CH:17]=[C:18]3[C:22](=[CH:23][CH:24]=2)[N:21]([C:25]([N:27]2[CH2:31][CH2:30][C@H:29]([C:32]([O:34]C)=[O:33])[CH2:28]2)=[O:26])[CH:20]=[CH:19]3)=[C:12]([CH:36]([CH3:38])[CH3:37])[O:11][N:10]=1.[OH-].[Na+], predict the reaction product. (5) The product is: [C:27]([O:31][C:32]([NH:34][C@H:35]([C:46]([NH:16][C@@H:15]([C:14]([NH:13][CH2:12][C@H:11]([NH:10][C:9]([O:8][CH2:1][C:2]1[CH:7]=[CH:6][CH:5]=[CH:4][CH:3]=1)=[O:26])[CH2:19][C:20]1[CH:25]=[CH:24][CH:23]=[CH:22][CH:21]=1)=[O:18])[CH3:17])=[O:47])[CH2:36][C:37]1[C:38]([CH3:45])=[CH:39][C:40]([OH:44])=[CH:41][C:42]=1[CH3:43])=[O:33])([CH3:29])([CH3:30])[CH3:28]. Given the reactants [CH2:1]([O:8][C:9](=[O:26])[NH:10][C@H:11]([CH2:19][C:20]1[CH:25]=[CH:24][CH:23]=[CH:22][CH:21]=1)[CH2:12][NH:13][C:14](=[O:18])[C@@H:15]([CH3:17])[NH2:16])[C:2]1[CH:7]=[CH:6][CH:5]=[CH:4][CH:3]=1.[C:27]([O:31][C:32]([NH:34][C@H:35]([C:46](O)=[O:47])[CH2:36][C:37]1[C:42]([CH3:43])=[CH:41][C:40]([OH:44])=[CH:39][C:38]=1[CH3:45])=[O:33])([CH3:30])([CH3:29])[CH3:28].Cl.CN(C)CCCN=C=NCC.O.ON1C2C=CC=CC=2N=N1.CN1CCOCC1, predict the reaction product. (6) Given the reactants [N:1]1[N:5]2[CH2:6][CH2:7][CH2:8][N:9]([C:11]([O:13][CH2:14][C:15]3[CH:20]=[C:19]([C:21]([F:24])([F:23])[F:22])[CH:18]=[C:17]([C:25]([F:28])([F:27])[F:26])[CH:16]=3)=[O:12])[CH2:10][C:4]2=[CH:3][C:2]=1[C:29]([O:31]CC)=[O:30].[OH-].[Na+].CO.Cl, predict the reaction product. The product is: [F:27][C:25]([F:26])([F:28])[C:17]1[CH:16]=[C:15]([CH:20]=[C:19]([C:21]([F:23])([F:22])[F:24])[CH:18]=1)[CH2:14][O:13][C:11]([N:9]1[CH2:8][CH2:7][CH2:6][N:5]2[N:1]=[C:2]([C:29]([OH:31])=[O:30])[CH:3]=[C:4]2[CH2:10]1)=[O:12]. (7) Given the reactants [CH2:1]([O:3][C:4]([C:6]1[N:7]=[C:8]([NH:11][C:12](=[O:27])[CH:13]([C:20]2[CH:25]=[CH:24][CH:23]=[C:22]([Cl:26])[CH:21]=2)[CH2:14][CH:15]2[CH2:19][CH2:18][CH2:17][CH2:16]2)[S:9][CH:10]=1)=[O:5])C.S(=O)(=O)(O)O, predict the reaction product. The product is: [CH3:1][O:3][C:4]([C:6]1[N:7]=[C:8]([NH:11][C:12](=[O:27])[CH:13]([C:20]2[CH:25]=[CH:24][CH:23]=[C:22]([Cl:26])[CH:21]=2)[CH2:14][CH:15]2[CH2:16][CH2:17][CH2:18][CH2:19]2)[S:9][CH:10]=1)=[O:5]. (8) Given the reactants [CH2:1]([O:3][C:4]([C:6]1[C:7]([CH3:25])=[N:8][C:9]2[C:14]([C:15]=1[NH2:16])=[C:13]([O:17][CH2:18][CH:19]1[CH2:24][CH2:23][CH2:22][NH:21][CH2:20]1)[CH:12]=[CH:11][CH:10]=2)=[O:5])[CH3:2].[OH:26][C:27]1[CH:28]=[C:29]([CH:33]=[CH:34][CH:35]=1)[C:30](O)=[O:31], predict the reaction product. The product is: [CH2:1]([O:3][C:4]([C:6]1[C:7]([CH3:25])=[N:8][C:9]2[C:14]([C:15]=1[NH2:16])=[C:13]([O:17][CH2:18][CH:19]1[CH2:24][CH2:23][CH2:22][N:21]([C:30](=[O:31])[C:29]3[CH:33]=[CH:34][CH:35]=[C:27]([OH:26])[CH:28]=3)[CH2:20]1)[CH:12]=[CH:11][CH:10]=2)=[O:5])[CH3:2]. (9) Given the reactants [N:1]1([C:13]([O:15][C:16]([CH3:19])([CH3:18])[CH3:17])=[O:14])[CH2:7][CH2:6][CH2:5][CH:4]([C:8](OCC)=[O:9])[CH2:3][CH2:2]1.[H-].[H-].[H-].[H-].[Li+].[Al+3], predict the reaction product. The product is: [OH:9][CH2:8][CH:4]1[CH2:5][CH2:6][CH2:7][N:1]([C:13]([O:15][C:16]([CH3:19])([CH3:18])[CH3:17])=[O:14])[CH2:2][CH2:3]1.